Dataset: CYP3A4 inhibition data for predicting drug metabolism from PubChem BioAssay. Task: Regression/Classification. Given a drug SMILES string, predict its absorption, distribution, metabolism, or excretion properties. Task type varies by dataset: regression for continuous measurements (e.g., permeability, clearance, half-life) or binary classification for categorical outcomes (e.g., BBB penetration, CYP inhibition). Dataset: cyp3a4_veith. (1) The result is 1 (inhibitor). The drug is Cc1ccc(C)c(CN2C(=O)C3CCCN3c3ccc(C#N)cc32)c1. (2) The drug is Cc1cccc2cc(=O)[nH]c(C)c12. The result is 0 (non-inhibitor). (3) The drug is Cc1ncc(CN=Cc2ccc(Cl)cc2)c(N)n1. The result is 0 (non-inhibitor). (4) The compound is O=C1C2=CC[C@H]3C(=O)N(Cc4ccc5c(c4)OCO5)C(=O)[C@@H]3[C@@H]2[C@H](O)[C@@H]2O[C@H]12. The result is 1 (inhibitor). (5) The compound is O=C1c2ccccc2C(=O)c2c(Nc3ccc4c5c(cccc35)C(=O)c3ccccc3-4)cccc21. The result is 0 (non-inhibitor). (6) The drug is CC(C)C(=O)Cc1ccc2ccccc2n1. The result is 0 (non-inhibitor). (7) The molecule is COc1ccc(CCNC(=O)c2cc(-c3cc(Cl)cc(Cl)c3)oc2C)cc1. The result is 1 (inhibitor). (8) The drug is Cc1ccccc1-c1nccc(Nc2ccc(F)cc2)n1. The result is 1 (inhibitor).